Dataset: NCI-60 drug combinations with 297,098 pairs across 59 cell lines. Task: Regression. Given two drug SMILES strings and cell line genomic features, predict the synergy score measuring deviation from expected non-interaction effect. (1) Drug 1: C1=CC=C(C=C1)NC(=O)CCCCCCC(=O)NO. Drug 2: C1CCC(C(C1)N)N.C(=O)(C(=O)[O-])[O-].[Pt+4]. Cell line: HL-60(TB). Synergy scores: CSS=43.9, Synergy_ZIP=-1.55, Synergy_Bliss=4.11, Synergy_Loewe=-11.8, Synergy_HSA=3.34. (2) Drug 1: C1=CC(=CC=C1CCCC(=O)O)N(CCCl)CCCl. Drug 2: CC1C(C(CC(O1)OC2CC(CC3=C2C(=C4C(=C3O)C(=O)C5=CC=CC=C5C4=O)O)(C(=O)C)O)N)O. Cell line: RPMI-8226. Synergy scores: CSS=42.9, Synergy_ZIP=-2.89, Synergy_Bliss=-2.88, Synergy_Loewe=-9.44, Synergy_HSA=0.607. (3) Drug 1: C1CCC(CC1)NC(=O)N(CCCl)N=O. Drug 2: CCN(CC)CCNC(=O)C1=C(NC(=C1C)C=C2C3=C(C=CC(=C3)F)NC2=O)C. Cell line: SN12C. Synergy scores: CSS=13.1, Synergy_ZIP=-5.48, Synergy_Bliss=-1.17, Synergy_Loewe=-1.05, Synergy_HSA=-0.981. (4) Drug 1: C1=CC(=CC=C1CC(C(=O)O)N)N(CCCl)CCCl.Cl. Drug 2: CC1C(C(CC(O1)OC2CC(CC3=C2C(=C4C(=C3O)C(=O)C5=C(C4=O)C(=CC=C5)OC)O)(C(=O)CO)O)N)O.Cl. Cell line: KM12. Synergy scores: CSS=38.0, Synergy_ZIP=0.363, Synergy_Bliss=0.644, Synergy_Loewe=-5.49, Synergy_HSA=3.74. (5) Drug 1: CC12CCC3C(C1CCC2=O)CC(=C)C4=CC(=O)C=CC34C. Drug 2: CC1C(C(CC(O1)OC2CC(OC(C2O)C)OC3=CC4=CC5=C(C(=O)C(C(C5)C(C(=O)C(C(C)O)O)OC)OC6CC(C(C(O6)C)O)OC7CC(C(C(O7)C)O)OC8CC(C(C(O8)C)O)(C)O)C(=C4C(=C3C)O)O)O)O. Cell line: SK-MEL-5. Synergy scores: CSS=28.7, Synergy_ZIP=1.67, Synergy_Bliss=-0.146, Synergy_Loewe=-0.559, Synergy_HSA=-0.696. (6) Drug 1: CCCS(=O)(=O)NC1=C(C(=C(C=C1)F)C(=O)C2=CNC3=C2C=C(C=N3)C4=CC=C(C=C4)Cl)F. Drug 2: C1CCC(CC1)NC(=O)N(CCCl)N=O. Cell line: T-47D. Synergy scores: CSS=4.76, Synergy_ZIP=2.91, Synergy_Bliss=10.1, Synergy_Loewe=7.08, Synergy_HSA=8.90. (7) Drug 1: C1=CN(C(=O)N=C1N)C2C(C(C(O2)CO)O)O.Cl. Drug 2: CCC1(CC2CC(C3=C(CCN(C2)C1)C4=CC=CC=C4N3)(C5=C(C=C6C(=C5)C78CCN9C7C(C=CC9)(C(C(C8N6C)(C(=O)OC)O)OC(=O)C)CC)OC)C(=O)OC)O.OS(=O)(=O)O. Cell line: MALME-3M. Synergy scores: CSS=32.1, Synergy_ZIP=-10.3, Synergy_Bliss=-4.46, Synergy_Loewe=-2.07, Synergy_HSA=-1.68. (8) Synergy scores: CSS=16.7, Synergy_ZIP=3.65, Synergy_Bliss=5.40, Synergy_Loewe=-44.6, Synergy_HSA=3.27. Cell line: M14. Drug 2: CC1=CC2C(CCC3(C2CCC3(C(=O)C)OC(=O)C)C)C4(C1=CC(=O)CC4)C. Drug 1: CCC1=CC2CC(C3=C(CN(C2)C1)C4=CC=CC=C4N3)(C5=C(C=C6C(=C5)C78CCN9C7C(C=CC9)(C(C(C8N6C)(C(=O)OC)O)OC(=O)C)CC)OC)C(=O)OC.C(C(C(=O)O)O)(C(=O)O)O.